From a dataset of CYP2C9 inhibition data for predicting drug metabolism from PubChem BioAssay. Regression/Classification. Given a drug SMILES string, predict its absorption, distribution, metabolism, or excretion properties. Task type varies by dataset: regression for continuous measurements (e.g., permeability, clearance, half-life) or binary classification for categorical outcomes (e.g., BBB penetration, CYP inhibition). Dataset: cyp2c9_veith. (1) The drug is COc1cc(CC(=O)O)c(C(C)=O)cc1OC. The result is 0 (non-inhibitor). (2) The molecule is CC(=O)N1CCC2(CCCN(Cc3ccccc3)C2)CC1. The result is 0 (non-inhibitor). (3) The molecule is O=C(Nc1ccccc1)N1CC2(CCN(C(=O)c3ccco3)CC2)C1. The result is 0 (non-inhibitor). (4) The molecule is COc1ccc(-c2nc3cnc(N4CCNCC4)nc3n(C)c2=O)cc1. The result is 0 (non-inhibitor). (5) The drug is CC(=O)OC[C@@H]1O[C@@H](O/N=C2/C[C@@H](O)[C@@H](O)[C@@H]3[C@@H]4C(=O)N([C@@H](C)c5ccccc5)C(=O)[C@H]4CC[C@@H]23)[C@H](OC(C)=O)[C@H](OC(C)=O)[C@@H]1OC(C)=O. The result is 0 (non-inhibitor). (6) The drug is Cc1cc(Cl)ccc1Oc1ncc(-c2ccc(Cl)cc2)cn1. The result is 0 (non-inhibitor). (7) The result is 0 (non-inhibitor). The molecule is C1C[C@@H]2CN(CCCN3CCOCC3)[C@@H](C1)O2. (8) The molecule is CS(=O)(=O)O.N=C(N)SCCc1ccncc1. The result is 0 (non-inhibitor).